Predict the reactants needed to synthesize the given product. From a dataset of Full USPTO retrosynthesis dataset with 1.9M reactions from patents (1976-2016). (1) Given the product [Cl:26][C:20]1[CH:19]=[C:18]([NH:17][C:15]2[N:14]=[C:13]([NH:27][CH:28]3[CH2:29][CH2:30][CH2:31][CH2:32][CH2:33][CH2:34]3)[N:12]=[C:11]([N:1]3[CH2:6][CH2:5][S:4][CH2:3][CH2:2]3)[N:16]=2)[CH:23]=[CH:22][C:21]=1[O:24][CH3:25], predict the reactants needed to synthesize it. The reactants are: [NH:1]1[CH2:6][CH2:5][S:4][CH2:3][CH2:2]1.[OH-].[Na+].O.Cl[C:11]1[N:16]=[C:15]([NH:17][C:18]2[CH:23]=[CH:22][C:21]([O:24][CH3:25])=[C:20]([Cl:26])[CH:19]=2)[N:14]=[C:13]([NH:27][CH:28]2[CH2:34][CH2:33][CH2:32][CH2:31][CH2:30][CH2:29]2)[N:12]=1. (2) Given the product [C:1]([O:5][C:6]([CH:8]1[O:30][C:11]2=[CH:12][CH:13]=[C:14]3[C:18]([N:17]([CH2:19][C@H:20]([OH:22])[CH3:21])[N:16]=[CH:15]3)=[C:10]2[CH2:9]1)=[O:7])([CH3:3])([CH3:2])[CH3:4], predict the reactants needed to synthesize it. The reactants are: [C:1]([O:5][C:6]([CH:8]1[O:30][C:11]2=[CH:12][CH:13]=[C:14]3[C:18]([N:17]([CH2:19][C@H:20]([O:22][Si](C(C)(C)C)(C)C)[CH3:21])[N:16]=[CH:15]3)=[C:10]2[CH2:9]1)=[O:7])([CH3:4])([CH3:3])[CH3:2].[F-].C(=O)(O)[O-].[Na+].